From a dataset of Full USPTO retrosynthesis dataset with 1.9M reactions from patents (1976-2016). Predict the reactants needed to synthesize the given product. Given the product [Cl:1][C:2]1[CH:3]=[C:4]([C:5]([NH:34][C:31]2[CH:32]=[N:33][C:28]([Cl:27])=[CH:29][CH:30]=2)=[O:7])[CH:8]=[CH:9][C:10]=1[C:11]([NH:12][C:13]1[CH:18]=[CH:17][C:16]([Cl:19])=[C:15]([C:20]2[CH:25]=[CH:24][CH:23]=[CH:22][N:21]=2)[CH:14]=1)=[O:26], predict the reactants needed to synthesize it. The reactants are: [Cl:1][C:2]1[CH:3]=[C:4]([CH:8]=[CH:9][C:10]=1[C:11](=[O:26])[NH:12][C:13]1[CH:18]=[CH:17][C:16]([Cl:19])=[C:15]([C:20]2[CH:25]=[CH:24][CH:23]=[CH:22][N:21]=2)[CH:14]=1)[C:5]([OH:7])=O.[Cl:27][C:28]1[N:33]=[CH:32][C:31]([NH2:34])=[CH:30][CH:29]=1.